From a dataset of Full USPTO retrosynthesis dataset with 1.9M reactions from patents (1976-2016). Predict the reactants needed to synthesize the given product. (1) Given the product [CH3:13][C:11]1[N:8]=[CH:7][C:3]([C:4]([OH:6])=[O:5])=[N:2][C:14]=1[CH3:16], predict the reactants needed to synthesize it. The reactants are: Cl.[NH2:2][CH:3]([CH2:7][NH2:8])[C:4]([OH:6])=[O:5].[OH-].[Na+].[C:11]([C:14]([CH3:16])=O)([CH3:13])=O. (2) Given the product [Cl:1][C:2]1[CH:7]=[CH:6][C:5]([C:8]2[S:12][C:11]([NH:13][C@H:14]([C:22]([OH:24])=[O:23])[CH2:15][C:16]3[CH:21]=[CH:20][CH:19]=[CH:18][CH:17]=3)=[N:10][C:9]=2[CH3:30])=[CH:4][C:3]=1[S:31]([CH3:34])(=[O:32])=[O:33], predict the reactants needed to synthesize it. The reactants are: [Cl:1][C:2]1[CH:7]=[CH:6][C:5]([C:8]2[S:12][C:11]([NH:13][C@H:14]([C:22]([O:24]C3CCCC3)=[O:23])[CH2:15][C:16]3[CH:21]=[CH:20][CH:19]=[CH:18][CH:17]=3)=[N:10][C:9]=2[CH3:30])=[CH:4][C:3]=1[S:31]([CH3:34])(=[O:33])=[O:32]. (3) Given the product [F:13][C:9]1[C:8]([F:14])=[C:7]2[C:12]([C:3]([CH2:2][N:18]3[C:19]4[CH:25]=[C:24]([CH3:26])[C:23]([CH3:27])=[CH:22][C:20]=4[N:21]=[C:17]3[CH3:16])=[CH:4][C:5](=[O:15])[NH:6]2)=[CH:11][CH:10]=1, predict the reactants needed to synthesize it. The reactants are: Br[CH2:2][C:3]1[C:12]2[C:7](=[C:8]([F:14])[C:9]([F:13])=[CH:10][CH:11]=2)[NH:6][C:5](=[O:15])[CH:4]=1.[CH3:16][C:17]1[NH:21][C:20]2[CH:22]=[C:23]([CH3:27])[C:24]([CH3:26])=[CH:25][C:19]=2[N:18]=1.